From a dataset of Reaction yield outcomes from USPTO patents with 853,638 reactions. Predict the reaction yield, written as a fraction of the theoretical maximum amount of product (1.0 means a 100% yield; for example, 0.34 means a 34% yield). (1) The reactants are C([O-])(=O)C.[NH4+:5].[CH3:6][CH:7]1[CH2:11][CH2:10][C:9](=O)[C@@H:8]1[C:13]([O:15][CH2:16][CH3:17])=[O:14]. The catalyst is CO. The product is [NH2:5][C:9]1[CH2:10][CH2:11][C@@H:7]([CH3:6])[C:8]=1[C:13]([O:15][CH2:16][CH3:17])=[O:14]. The yield is 0.970. (2) The reactants are [F:1][C:2]1[C:7]2[N:8]=C(C)[S:10][C:6]=2[C:5]([F:12])=[CH:4][C:3]=1[F:13].[ClH:14].O1CCOCC1. The catalyst is C(O)CO.[OH-].[Na+]. The product is [ClH:14].[NH2:8][C:7]1[C:2]([F:1])=[C:3]([F:13])[CH:4]=[C:5]([F:12])[C:6]=1[SH:10]. The yield is 0.730.